Dataset: Forward reaction prediction with 1.9M reactions from USPTO patents (1976-2016). Task: Predict the product of the given reaction. Given the reactants Cl.[NH2:2][C@@H:3]1[CH2:8][CH2:7][C@H:6]([NH:9][C:10]([C:12]2[C:16]3=[N:17][CH:18]=[CH:19][C:20]([C:21]4[C:29]5[O:28][CH2:27][O:26][C:25]=5[CH:24]=[CH:23][C:22]=4[O:30][CH2:31][CH:32]4[CH2:34][CH2:33]4)=[C:15]3[NH:14][C:13]=2[CH3:35])=[O:11])[CH2:5][CH2:4]1.[C:36](Cl)(=[O:38])[CH3:37], predict the reaction product. The product is: [C:36]([NH:2][C@@H:3]1[CH2:8][CH2:7][C@H:6]([NH:9][C:10]([C:12]2[C:16]3=[N:17][CH:18]=[CH:19][C:20]([C:21]4[C:29]5[O:28][CH2:27][O:26][C:25]=5[CH:24]=[CH:23][C:22]=4[O:30][CH2:31][CH:32]4[CH2:33][CH2:34]4)=[C:15]3[NH:14][C:13]=2[CH3:35])=[O:11])[CH2:5][CH2:4]1)(=[O:38])[CH3:37].